This data is from Full USPTO retrosynthesis dataset with 1.9M reactions from patents (1976-2016). The task is: Predict the reactants needed to synthesize the given product. Given the product [C:18]1([S:24]([N:15]2[CH2:16][CH2:17][C:12]3([O:11][CH2:10][CH2:9][O:8]3)[CH2:13][CH2:14]2)(=[O:26])=[O:25])[CH:23]=[CH:22][CH:21]=[CH:20][CH:19]=1, predict the reactants needed to synthesize it. The reactants are: C(N(CC)CC)C.[O:8]1[C:12]2([CH2:17][CH2:16][NH:15][CH2:14][CH2:13]2)[O:11][CH2:10][CH2:9]1.[C:18]1([S:24](Cl)(=[O:26])=[O:25])[CH:23]=[CH:22][CH:21]=[CH:20][CH:19]=1.C(=O)([O-])O.[Na+].